Dataset: Peptide-MHC class I binding affinity with 185,985 pairs from IEDB/IMGT. Task: Regression. Given a peptide amino acid sequence and an MHC pseudo amino acid sequence, predict their binding affinity value. This is MHC class I binding data. (1) The peptide sequence is RELNGGAVT. The MHC is HLA-B40:02 with pseudo-sequence HLA-B40:02. The binding affinity (normalized) is 0.715. (2) The binding affinity (normalized) is 0.215. The peptide sequence is FPPTSFGPLV. The MHC is HLA-B53:01 with pseudo-sequence HLA-B53:01. (3) The peptide sequence is VLQWASLAV. The MHC is HLA-B44:03 with pseudo-sequence HLA-B44:03. The binding affinity (normalized) is 0. (4) The peptide sequence is WLGDVWQEK. The binding affinity (normalized) is 0.0847. The MHC is HLA-B46:01 with pseudo-sequence HLA-B46:01.